Dataset: Peptide-MHC class I binding affinity with 185,985 pairs from IEDB/IMGT. Task: Regression. Given a peptide amino acid sequence and an MHC pseudo amino acid sequence, predict their binding affinity value. This is MHC class I binding data. (1) The peptide sequence is RRWQQLLAL. The MHC is Mamu-A20102 with pseudo-sequence Mamu-A20102. The binding affinity (normalized) is 0.160. (2) The peptide sequence is AENLWVTVY. The MHC is HLA-B40:01 with pseudo-sequence HLA-B40:01. The binding affinity (normalized) is 0.104. (3) The peptide sequence is LMWASSGFF. The MHC is HLA-A26:03 with pseudo-sequence HLA-A26:03. The binding affinity (normalized) is 0.0847. (4) The peptide sequence is LVSAGIRKV. The MHC is HLA-B45:01 with pseudo-sequence HLA-B45:01. The binding affinity (normalized) is 0.0469. (5) The MHC is HLA-A31:01 with pseudo-sequence HLA-A31:01. The peptide sequence is IIVLFQRFLR. The binding affinity (normalized) is 0.974. (6) The peptide sequence is HTQGYFPDWQ. The MHC is HLA-A32:01 with pseudo-sequence HLA-A32:01. The binding affinity (normalized) is 0.104. (7) The MHC is HLA-A33:01 with pseudo-sequence HLA-A33:01. The binding affinity (normalized) is 0.301. The peptide sequence is KSTELIRRVR.